This data is from Full USPTO retrosynthesis dataset with 1.9M reactions from patents (1976-2016). The task is: Predict the reactants needed to synthesize the given product. (1) The reactants are: [CH3:1][O:2][C:3]1[C:4]([N+:15]([O-:17])=[O:16])=[C:5]2[C:9](=[CH:10][CH:11]=1)[NH:8][C:7](C(O)=O)=[CH:6]2.N1C2C(=CC=CC=2)C=CC=1. Given the product [CH3:1][O:2][C:3]1[C:4]([N+:15]([O-:17])=[O:16])=[C:5]2[C:9](=[CH:10][CH:11]=1)[NH:8][CH:7]=[CH:6]2, predict the reactants needed to synthesize it. (2) The reactants are: FC(F)(F)C(O)=O.[CH:8]1([CH2:14]/[CH:15]=[CH:16]/[C:17]2[CH:29]=[CH:28][C:20]([C:21]([O:23]C(C)(C)C)=[O:22])=[C:19]([NH:30][C:31]3[CH:36]=[CH:35][C:34]([F:37])=[CH:33][CH:32]=3)[CH:18]=2)[CH2:13][CH2:12][CH2:11][CH2:10][CH2:9]1. Given the product [CH:8]1([CH2:14]/[CH:15]=[CH:16]/[C:17]2[CH:29]=[CH:28][C:20]([C:21]([OH:23])=[O:22])=[C:19]([NH:30][C:31]3[CH:36]=[CH:35][C:34]([F:37])=[CH:33][CH:32]=3)[CH:18]=2)[CH2:13][CH2:12][CH2:11][CH2:10][CH2:9]1, predict the reactants needed to synthesize it. (3) Given the product [OH:20][CH2:19][CH2:18][S:15]([C:8]1[CH:9]=[C:10]([CH:13]=[CH:14][C:7]=1[CH:2]=[O:1])[C:11]#[N:12])(=[O:17])=[O:16], predict the reactants needed to synthesize it. The reactants are: [O:1]1CCCO[CH:2]1[C:7]1[CH:14]=[CH:13][C:10]([C:11]#[N:12])=[CH:9][C:8]=1[S:15]([CH2:18][CH2:19][OH:20])(=[O:17])=[O:16].C1(C)C=CC(S([O-])(=O)=O)=CC=1.[NH+]1C=CC=CC=1.O. (4) Given the product [C:1]1([C:17]2[CH:22]=[CH:21][CH:20]=[CH:19][CH:18]=2)[CH:6]=[CH:5][CH:4]=[CH:3][C:2]=1[C:7]([N:9]1[CH2:10][CH:11]2[CH2:12][N:13]([C:24]3[S:25][C:26]4[CH:32]=[C:31]([F:33])[CH:30]=[CH:29][C:27]=4[N:28]=3)[CH2:14][CH:15]2[CH2:16]1)=[O:8], predict the reactants needed to synthesize it. The reactants are: [C:1]1([C:17]2[CH:22]=[CH:21][CH:20]=[CH:19][CH:18]=2)[CH:6]=[CH:5][CH:4]=[CH:3][C:2]=1[C:7]([N:9]1[CH2:16][CH:15]2[CH:11]([CH2:12][NH:13][CH2:14]2)[CH2:10]1)=[O:8].Cl[C:24]1[S:25][C:26]2[CH:32]=[C:31]([F:33])[CH:30]=[CH:29][C:27]=2[N:28]=1. (5) Given the product [Cl:1][CH2:2][C:3]1[CH:8]=[CH:7][C:6]([CH2:9][O:10][CH:12]2[CH2:13][CH2:14][CH2:15][CH2:16][O:11]2)=[CH:5][CH:4]=1, predict the reactants needed to synthesize it. The reactants are: [Cl:1][CH2:2][C:3]1[CH:8]=[CH:7][C:6]([CH2:9][OH:10])=[CH:5][CH:4]=1.[O:11]1[CH:16]=[CH:15][CH2:14][CH2:13][CH2:12]1.CC1C=CC(S([O-])(=O)=O)=CC=1.[NH+]1C=CC=CC=1.C(=O)([O-])O.[Na+]. (6) The reactants are: [CH3:1][C:2]1[CH:22]=[CH:21][C:5]([C:6]([NH:8][C:9]2[S:10][C:11]3[CH:17]=[CH:16][C:15]([N+:18]([O-:20])=[O:19])=[CH:14][C:12]=3[N:13]=2)=[O:7])=[CH:4][CH:3]=1.C(=O)([O-])[O-].[K+].[K+].Br[CH:30]([CH2:35][CH3:36])[C:31]([O:33][CH3:34])=[O:32]. Given the product [N+:18]([C:15]1[CH:16]=[CH:17][C:11]2[S:10][C:9](=[N:8][C:6](=[O:7])[C:5]3[CH:4]=[CH:3][C:2]([CH3:1])=[CH:22][CH:21]=3)[N:13]([CH:30]([CH2:35][CH3:36])[C:31]([O:33][CH3:34])=[O:32])[C:12]=2[CH:14]=1)([O-:20])=[O:19], predict the reactants needed to synthesize it.